The task is: Binary Classification. Given a drug SMILES string, predict its activity (active/inactive) in a high-throughput screening assay against a specified biological target.. This data is from HIV replication inhibition screening data with 41,000+ compounds from the AIDS Antiviral Screen. (1) The compound is CCC(CC(=O)CCC(=O)Nc1ccc(C)c(C)c1)=NNC(=O)c1cc2ccccc2cc1O. The result is 0 (inactive). (2) The drug is CCc1cc2c(oc3cc(C)ccc32)c(O)n1. The result is 0 (inactive). (3) The compound is CC1(C)C2CC(O)C1CCC2=O. The result is 0 (inactive).